From a dataset of Full USPTO retrosynthesis dataset with 1.9M reactions from patents (1976-2016). Predict the reactants needed to synthesize the given product. (1) Given the product [CH3:1][O:2][C:3]1[CH:12]=[C:11]2[C:6]([CH:7]=[CH:8][CH:9]=[C:10]2[CH2:13][C:14]#[N:16])=[CH:5][CH:4]=1, predict the reactants needed to synthesize it. The reactants are: [CH3:1][O:2][C:3]1[CH:12]=[C:11]2[C:6]([CH:7]=[CH:8][CH:9]=[C:10]2[CH2:13][C:14]([NH2:16])=O)=[CH:5][CH:4]=1.C1COCC1.FC(F)(F)C(OC(=O)C(F)(F)F)=O. (2) Given the product [CH2:1]([O:3][C:4]([C:6]1[CH:7]=[N:8][C:9]2[N:10]([N:13]=[CH:14][C:15]=2[C:16]2[CH:21]=[CH:20][CH:19]=[C:18]([Cl:22])[CH:17]=2)[CH:11]=1)=[O:5])[CH3:2], predict the reactants needed to synthesize it. The reactants are: [CH2:1]([O:3][C:4]([C:6]1[CH:7]=[N:8][C:9]2[N:10]([N:13]=[CH:14][C:15]=2[C:16]2[CH:21]=[CH:20][CH:19]=[C:18]([Cl:22])[CH:17]=2)[C:11]=1Cl)=[O:5])[CH3:2].C(OC(C1C=CN2N=CC=C2N=1)=O)C. (3) Given the product [CH:1]1([N:7]([C:9]2[CH:14]=[CH:13][C:12]([C@@H:15]3[O:20][CH2:19][CH2:18][N:17]([C:29]4[N:34]([CH3:35])[C:33](=[O:36])[CH:32]=[C:31]([C:37]5[CH:38]=[CH:39][N:40]=[CH:41][CH:42]=5)[N:30]=4)[CH2:16]3)=[CH:11][CH:10]=2)[CH3:8])[CH2:2][CH2:3][CH2:4][CH2:5][CH2:6]1, predict the reactants needed to synthesize it. The reactants are: [CH:1]1([N:7]([C:9]2[CH:14]=[CH:13][C:12]([C@@H:15]3[O:20][CH2:19][CH2:18][NH:17][CH2:16]3)=[CH:11][CH:10]=2)[CH3:8])[CH2:6][CH2:5][CH2:4][CH2:3][CH2:2]1.C(N(CC)CC)C.Cl[C:29]1[N:34]([CH3:35])[C:33](=[O:36])[CH:32]=[C:31]([C:37]2[CH:42]=[CH:41][N:40]=[CH:39][CH:38]=2)[N:30]=1.ClC1C=CNC(=O)N=1. (4) The reactants are: [CH3:1][C@@H:2]([NH:13]CCCC1C=CC=C(C(F)(F)F)C=1)[C:3]1[CH:4]=[CH:5][CH:6]=[C:7]2[CH:12]=[CH:11][CH:10]=[CH:9][C:8]=12.Cl.C1([C@H](N)C)C2C(=CC=CC=2)C=CC=1.FC(F)(F)C1C=C(C=CC=O)C=CC=1. Given the product [C:3]1([CH:2]([NH2:13])[CH3:1])[C:8]2[C:7](=[CH:12][CH:11]=[CH:10][CH:9]=2)[CH:6]=[CH:5][CH:4]=1, predict the reactants needed to synthesize it. (5) Given the product [N+:1]([C:4]1[CH:5]=[C:6]([OH:14])[CH:7]=[C:8]([C:10]([F:11])([F:12])[F:13])[CH:9]=1)([O-:3])=[O:2], predict the reactants needed to synthesize it. The reactants are: [N+:1]([C:4]1[CH:5]=[C:6]([O:14]C2C=C(C(F)(F)F)C=C([N+]([O-])=O)C=2)[CH:7]=[C:8]([C:10]([F:13])([F:12])[F:11])[CH:9]=1)([O-:3])=[O:2].CC(O)=O. (6) Given the product [C:34]([O:33][C:32](=[O:38])[NH:31][CH2:30][CH2:29][CH2:28][CH2:27][CH2:26][CH2:25][NH:24][CH2:2][CH2:3][CH2:4][N:5]1[C:13]([S:14][C:15]2[CH:20]=[C:19]([Cl:21])[CH:18]=[C:17]([Cl:22])[CH:16]=2)=[N:12][C:11]2[C:6]1=[N:7][CH:8]=[N:9][C:10]=2[NH2:23])([CH3:37])([CH3:35])[CH3:36], predict the reactants needed to synthesize it. The reactants are: Br[CH2:2][CH2:3][CH2:4][N:5]1[C:13]([S:14][C:15]2[CH:20]=[C:19]([Cl:21])[CH:18]=[C:17]([Cl:22])[CH:16]=2)=[N:12][C:11]2[C:6]1=[N:7][CH:8]=[N:9][C:10]=2[NH2:23].[NH2:24][CH2:25][CH2:26][CH2:27][CH2:28][CH2:29][CH2:30][NH:31][C:32](=[O:38])[O:33][C:34]([CH3:37])([CH3:36])[CH3:35]. (7) The reactants are: [CH2:1]([O:3][C:4]([C:6]1[C:11]([C:12]2[CH:20]=[CH:19][C:15]3[O:16][CH2:17][O:18][C:14]=3[CH:13]=2)=[C:10]([C:21]#[N:22])[C:9](=[S:23])[NH:8][C:7]=1[CH3:24])=[O:5])[CH3:2].C(O)C.Br[CH2:29][C:30]([C:32]1[CH:37]=[CH:36][C:35]([O:38][CH3:39])=[CH:34][CH:33]=1)=[O:31]. Given the product [CH2:1]([O:3][C:4]([C:6]1[C:11]([C:12]2[CH:20]=[CH:19][C:15]3[O:16][CH2:17][O:18][C:14]=3[CH:13]=2)=[C:10]2[C:21]([NH2:22])=[C:29]([C:30](=[O:31])[C:32]3[CH:37]=[CH:36][C:35]([O:38][CH3:39])=[CH:34][CH:33]=3)[S:23][C:9]2=[N:8][C:7]=1[CH3:24])=[O:5])[CH3:2], predict the reactants needed to synthesize it.